The task is: Predict the reactants needed to synthesize the given product.. This data is from Full USPTO retrosynthesis dataset with 1.9M reactions from patents (1976-2016). (1) The reactants are: [N+:1]([C:4]1[CH:9]=[CH:8][C:7]([N:10]2[CH2:16][CH:15]3[O:17][CH:12]([CH2:13][CH2:14]3)[CH2:11]2)=[CH:6][CH:5]=1)([O-])=O.C([O-])=O.[NH4+]. Given the product [CH:12]12[O:17][CH:15]([CH2:14][CH2:13]1)[CH2:16][N:10]([C:7]1[CH:8]=[CH:9][C:4]([NH2:1])=[CH:5][CH:6]=1)[CH2:11]2, predict the reactants needed to synthesize it. (2) Given the product [CH3:1][C:2]1([CH2:15][CH2:16][S:17]([C:20]2[CH:21]=[CH:22][C:23]([S:26]([CH3:29])(=[O:27])=[O:28])=[CH:24][CH:25]=2)(=[O:19])=[O:18])[CH2:7][CH2:6][NH:5][CH2:4][CH2:3]1, predict the reactants needed to synthesize it. The reactants are: [CH3:1][C:2]1([CH2:15][CH2:16][S:17]([C:20]2[CH:25]=[CH:24][C:23]([S:26]([CH3:29])(=[O:28])=[O:27])=[CH:22][CH:21]=2)(=[O:19])=[O:18])[CH2:7][CH2:6][N:5](C(OC(C)(C)C)=O)[CH2:4][CH2:3]1.C(OCC)C. (3) Given the product [C:4]([O:19][C:14]1([CH3:1])[C:18]2([CH2:23][CH2:22][CH2:21][CH2:26]2)[CH2:17][CH2:16][CH2:15]1)(=[O:13])[C:8]([CH3:9])=[CH2:12], predict the reactants needed to synthesize it. The reactants are: [CH3:1][Mg]Cl.[C:4]1(=[O:13])[C:8]2([CH2:12]CC[CH2:9]2)CCC1.[C:14]1(=[O:19])[CH2:18][CH2:17][CH2:16][CH2:15]1.Cl.[C:21]1(C)[CH:26]=CC=[CH:23][CH:22]=1.